Dataset: Full USPTO retrosynthesis dataset with 1.9M reactions from patents (1976-2016). Task: Predict the reactants needed to synthesize the given product. (1) Given the product [Br:16][C:17]1[CH:18]=[N:19][CH:20]=[C:21]([CH:25]=1)[C:22]([NH:1][CH2:2][CH:3]([OH:15])[CH2:4][N:5]1[CH2:14][CH2:13][C:12]2[C:7](=[CH:8][CH:9]=[CH:10][CH:11]=2)[CH2:6]1)=[O:23], predict the reactants needed to synthesize it. The reactants are: [NH2:1][CH2:2][CH:3]([OH:15])[CH2:4][N:5]1[CH2:14][CH2:13][C:12]2[C:7](=[CH:8][CH:9]=[CH:10][CH:11]=2)[CH2:6]1.[Br:16][C:17]1[CH:18]=[N:19][CH:20]=[C:21]([CH:25]=1)[C:22](O)=[O:23].CN(C(ON1N=NC2C=CC=NC1=2)=[N+](C)C)C.F[P-](F)(F)(F)(F)F. (2) Given the product [NH2:1][C:4]1[N:9]=[CH:8][C:7]([N:10]2[CH2:15][CH2:14][N:13]([C:16](=[O:18])[CH3:17])[CH2:12][CH2:11]2)=[CH:6][CH:5]=1, predict the reactants needed to synthesize it. The reactants are: [N+:1]([C:4]1[N:9]=[CH:8][C:7]([N:10]2[CH2:15][CH2:14][N:13]([C:16](=[O:18])[CH3:17])[CH2:12][CH2:11]2)=[CH:6][CH:5]=1)([O-])=O.[H][H]. (3) Given the product [Br:1][C:2]1[CH:7]=[C:6]([O:10][CH3:9])[CH:5]=[N:4][CH:3]=1, predict the reactants needed to synthesize it. The reactants are: [Br:1][C:2]1[CH:3]=[N:4][CH:5]=[C:6](Br)[CH:7]=1.[CH3:9][O-:10].[Na+].